Dataset: Catalyst prediction with 721,799 reactions and 888 catalyst types from USPTO. Task: Predict which catalyst facilitates the given reaction. (1) Reactant: Br[C:2]1[CH:3]=[CH:4][C:5]([N+:15]([O-:17])=[O:16])=[C:6]([NH:8][C:9]2[CH:14]=[CH:13][CH:12]=[CH:11][CH:10]=2)[CH:7]=1.[NH:18]1[CH2:23][CH2:22][NH:21][CH2:20][CH2:19]1.O. Product: [N+:15]([C:5]1[CH:4]=[CH:3][C:2]([N:18]2[CH2:23][CH2:22][NH:21][CH2:20][CH2:19]2)=[CH:7][C:6]=1[NH:8][C:9]1[CH:14]=[CH:13][CH:12]=[CH:11][CH:10]=1)([O-:17])=[O:16]. The catalyst class is: 37. (2) Reactant: [CH2:1]([S:3](Cl)(=[O:5])=[O:4])[CH3:2].Cl.[NH2:8][CH2:9][C:10]1[CH:11]=[C:12]([C:24]2[C:25]3[CH:34]=[CH:33][N:32]([S:35]([C:38]4[CH:43]=[CH:42][C:41]([CH3:44])=[CH:40][CH:39]=4)(=[O:37])=[O:36])[C:26]=3[C:27](=[O:31])[N:28]([CH3:30])[CH:29]=2)[C:13]2[O:18][CH:17]([CH:19]([CH3:21])[CH3:20])[C:16](=[O:22])[NH:15][C:14]=2[CH:23]=1.C(N(CC)CC)C. Product: [CH:19]([CH:17]1[C:16](=[O:22])[NH:15][C:14]2[CH:23]=[C:10]([CH2:9][NH:8][S:3]([CH2:1][CH3:2])(=[O:5])=[O:4])[CH:11]=[C:12]([C:24]3[C:25]4[CH:34]=[CH:33][N:32]([S:35]([C:38]5[CH:39]=[CH:40][C:41]([CH3:44])=[CH:42][CH:43]=5)(=[O:36])=[O:37])[C:26]=4[C:27](=[O:31])[N:28]([CH3:30])[CH:29]=3)[C:13]=2[O:18]1)([CH3:21])[CH3:20]. The catalyst class is: 2. (3) Reactant: ClC(Cl)(O[C:5](=[O:11])OC(Cl)(Cl)Cl)Cl.[CH3:13][C:14]1[CH:19]=[C:18]([C:20]2[CH:21]=[CH:22][C:23]3[N:29]4[CH2:30][C@H:26]([CH2:27][CH2:28]4)[NH:25][C:24]=3[N:31]=2)[CH:17]=[CH:16][N:15]=1.[N:32]1[CH:37]=[CH:36][CH:35]=[C:34]([CH2:38][NH2:39])[CH:33]=1. Product: [CH3:13][C:14]1[CH:19]=[C:18]([C:20]2[CH:21]=[CH:22][C:23]3[N:29]4[CH2:30][C@H:26]([CH2:27][CH2:28]4)[N:25]([C:5]([NH:39][CH2:38][C:34]4[CH:33]=[N:32][CH:37]=[CH:36][CH:35]=4)=[O:11])[C:24]=3[N:31]=2)[CH:17]=[CH:16][N:15]=1. The catalyst class is: 7. (4) Reactant: [C:1]([O:5][C:6](=[O:32])[C:7]([S:10][C:11]1[CH:16]=[CH:15][C:14]([C:17]2[N:21]=[C:20](C(OCC)=O)[N:19]([CH2:27][CH2:28][O:29][CH2:30][CH3:31])[N:18]=2)=[CH:13][CH:12]=1)([CH3:9])[CH3:8])([CH3:4])([CH3:3])[CH3:2].[OH-].[Na+].Cl. Product: [CH2:30]([O:29][CH2:28][CH2:27][N:19]1[CH:20]=[N:21][C:17]([C:14]2[CH:15]=[CH:16][C:11]([S:10][C:7]([CH3:8])([CH3:9])[C:6]([O:5][C:1]([CH3:4])([CH3:3])[CH3:2])=[O:32])=[CH:12][CH:13]=2)=[N:18]1)[CH3:31]. The catalyst class is: 8. (5) Reactant: C[O:2][C:3](=[O:33])[C:4]([C:7]1[CH:12]=[CH:11][C:10]([S:13][CH2:14][C:15]2[CH:20]=[CH:19][C:18]([C:21]3[CH:26]=[CH:25][C:24]([C:27]([F:30])([F:29])[F:28])=[CH:23][N:22]=3)=[CH:17][CH:16]=2)=[C:9]([O:31][CH3:32])[CH:8]=1)([CH3:6])[CH3:5].O[Li].O. Product: [CH3:32][O:31][C:9]1[CH:8]=[C:7]([C:4]([CH3:6])([CH3:5])[C:3]([OH:33])=[O:2])[CH:12]=[CH:11][C:10]=1[S:13][CH2:14][C:15]1[CH:16]=[CH:17][C:18]([C:21]2[CH:26]=[CH:25][C:24]([C:27]([F:28])([F:29])[F:30])=[CH:23][N:22]=2)=[CH:19][CH:20]=1. The catalyst class is: 5. (6) Reactant: [Cl:1][C:2]1[CH:7]=[CH:6][N:5]=[CH:4][C:3]=1[NH:8][C:9]([N:11]1[CH2:16][CH2:15][N:14]([CH2:17][C:18]2[CH:28]=[CH:27][C:21]3[O:22][C:23]([F:26])([F:25])[O:24][C:20]=3[CH:19]=2)[CH2:13][CH2:12]1)=[O:10].[ClH:29]. Product: [ClH:1].[ClH:29].[Cl:1][C:2]1[CH:7]=[CH:6][N:5]=[CH:4][C:3]=1[NH:8][C:9]([N:11]1[CH2:16][CH2:15][N:14]([CH2:17][C:18]2[CH:28]=[CH:27][C:21]3[O:22][C:23]([F:26])([F:25])[O:24][C:20]=3[CH:19]=2)[CH2:13][CH2:12]1)=[O:10]. The catalyst class is: 8. (7) The catalyst class is: 1. Product: [CH3:3][O:4][C:5]1[C:14]2[N:13]([CH3:27])[C:12](=[O:15])[C@@H:11]3[CH2:16][N:17]([C:19]([O:21][C:22]([CH3:25])([CH3:24])[CH3:23])=[O:20])[CH2:18][C@@H:10]3[C:9]=2[CH:8]=[CH:7][CH:6]=1. Reactant: [H-].[Na+].[CH3:3][O:4][C:5]1[C:14]2[NH:13][C:12](=[O:15])[C@@H:11]3[CH2:16][N:17]([C:19]([O:21][C:22]([CH3:25])([CH3:24])[CH3:23])=[O:20])[CH2:18][C@@H:10]3[C:9]=2[CH:8]=[CH:7][CH:6]=1.I[CH3:27]. (8) The catalyst class is: 5. Product: [Br:27][C:17]1[CH:18]=[C:19]([C:21]([O:23][CH:24]([CH3:26])[CH3:25])=[O:22])[S:20][C:16]=1[CH2:15][CH2:14][CH2:13][N:7]1[C@@H:6]([CH2:5][OH:4])[CH2:11][CH2:10][O:9][C:8]1=[O:12]. Reactant: C([O:4][CH2:5][C@H:6]1[CH2:11][CH2:10][O:9][C:8](=[O:12])[N:7]1[CH2:13][CH2:14][CH2:15][C:16]1[S:20][C:19]([C:21]([O:23][CH:24]([CH3:26])[CH3:25])=[O:22])=[CH:18][C:17]=1[Br:27])(=O)C.C[O-].[Na+].